From a dataset of Full USPTO retrosynthesis dataset with 1.9M reactions from patents (1976-2016). Predict the reactants needed to synthesize the given product. (1) The reactants are: [OH:1][CH2:2][C:3]1[C:11]2[C:6](=[N:7][C:8]([C:19]3[CH:24]=[CH:23][C:22]([CH3:25])=[CH:21][CH:20]=3)=[C:9]([C:12]3[CH:17]=[CH:16][C:15]([CH3:18])=[CH:14][CH:13]=3)[N:10]=2)[N:5]([CH2:26][CH2:27][CH2:28][CH2:29][CH2:30][CH2:31][C:32]([O:34]CC)=[O:33])[CH:4]=1.[H-].[Na+].[CH3:39]I.Cl. Given the product [CH3:39][O:1][CH2:2][C:3]1[C:11]2[C:6](=[N:7][C:8]([C:19]3[CH:20]=[CH:21][C:22]([CH3:25])=[CH:23][CH:24]=3)=[C:9]([C:12]3[CH:17]=[CH:16][C:15]([CH3:18])=[CH:14][CH:13]=3)[N:10]=2)[N:5]([CH2:26][CH2:27][CH2:28][CH2:29][CH2:30][CH2:31][C:32]([OH:34])=[O:33])[CH:4]=1, predict the reactants needed to synthesize it. (2) Given the product [C:17]1(=[O:18])[CH2:16][CH2:20][CH2:9][CH2:2][CH2:1]1.[C:12]1(=[O:14])[O:15][CH2:16][CH2:20][CH2:13]1, predict the reactants needed to synthesize it. The reactants are: [CH3:1][CH:2]([CH3:9])N=C=NC(C)C.FF.[C:12]([O:15][CH:16]([CH3:20])[CH2:17][O:18]C)(=[O:14])[CH3:13]. (3) The reactants are: [Br:1][C:2]1[CH:3]=[C:4]([C:8]([C:11]2[CH:16]=[CH:15][CH:14]=[C:13]([O:17][CH3:18])[CH:12]=2)(O)[CH3:9])[CH:5]=[CH:6][CH:7]=1.C1(C)C=CC(S(O)(=O)=O)=CC=1. Given the product [Br:1][C:2]1[CH:7]=[CH:6][CH:5]=[C:4]([C:8]([C:11]2[CH:16]=[CH:15][CH:14]=[C:13]([O:17][CH3:18])[CH:12]=2)=[CH2:9])[CH:3]=1, predict the reactants needed to synthesize it. (4) Given the product [O:21]1[C:25]2[CH:26]=[CH:27][CH:28]=[CH:29][C:24]=2[C:23]([NH:30][C:31]([N:33]2[CH2:38][CH2:37][N:36]([C:2]3[S:6][N:5]=[C:4]([C:7]4[CH:12]=[CH:11][CH:10]=[CH:9][C:8]=4[F:13])[N:3]=3)[CH2:35][CH2:34]2)=[O:32])=[N:22]1, predict the reactants needed to synthesize it. The reactants are: Cl[C:2]1[S:6][N:5]=[C:4]([C:7]2[CH:12]=[CH:11][CH:10]=[CH:9][C:8]=2[F:13])[N:3]=1.FC(F)(F)C(O)=O.[O:21]1[C:25]2[CH:26]=[CH:27][CH:28]=[CH:29][C:24]=2[C:23]([NH:30][C:31]([N:33]2[CH2:38][CH2:37][NH:36][CH2:35][CH2:34]2)=[O:32])=[N:22]1.C(N(CC)CC)C.O. (5) Given the product [Br:1][C:2]1[CH:3]=[C:4]([CH:19]2[C:28]3[C:27](=[O:29])[CH2:26][CH:25]([CH2:30][CH2:31][CH3:32])[CH2:24][C:23]=3[NH:22][C:21]([CH3:33])=[C:20]2[C:34]#[N:35])[CH:5]=[C:6]([O:18][CH2:37][CH2:38][OH:39])[C:7]=1[O:8][CH2:9][C:10]1[CH:15]=[CH:14][CH:13]=[C:12]([O:16][CH3:17])[CH:11]=1, predict the reactants needed to synthesize it. The reactants are: [Br:1][C:2]1[CH:3]=[C:4]([CH:19]2[C:28]3[C:27](=[O:29])[CH2:26][CH:25]([CH2:30][CH2:31][CH3:32])[CH2:24][C:23]=3[NH:22][C:21]([CH3:33])=[C:20]2[C:34]#[N:35])[CH:5]=[C:6]([OH:18])[C:7]=1[O:8][CH2:9][C:10]1[CH:15]=[CH:14][CH:13]=[C:12]([O:16][CH3:17])[CH:11]=1.Br[CH2:37][CH2:38][OH:39].C(=O)([O-])[O-].[K+].[K+].